Task: Predict the product of the given reaction.. Dataset: Forward reaction prediction with 1.9M reactions from USPTO patents (1976-2016) (1) Given the reactants [C:1]([C:3]1[CH:4]=[C:5]([C:13]2[O:17][N:16]=[C:15]([C:18]3[CH:19]=[CH:20][C:21]4[CH2:27][N:26]([CH2:28][CH2:29][CH2:30][C:31]([O:33]CC)=[O:32])[CH2:25][CH2:24][CH2:23][C:22]=4[CH:36]=3)[N:14]=2)[CH:6]=[CH:7][C:8]=1[O:9][CH:10]([CH3:12])[CH3:11])#[N:2].[OH-].[Na+].O.CCOCC, predict the reaction product. The product is: [C:31]([OH:33])(=[O:32])[CH3:30].[C:1]([C:3]1[CH:4]=[C:5]([C:13]2[O:17][N:16]=[C:15]([C:18]3[CH:19]=[CH:20][C:21]4[CH2:27][N:26]([CH2:28][CH2:29][CH2:30][C:31]([OH:33])=[O:32])[CH2:25][CH2:24][CH2:23][C:22]=4[CH:36]=3)[N:14]=2)[CH:6]=[CH:7][C:8]=1[O:9][CH:10]([CH3:11])[CH3:12])#[N:2]. (2) Given the reactants [CH3:1][C:2]1[C:6]2[C:7]([O:12][C:13]3[CH:18]=[CH:17][C:16]([NH:19][C:20](=[O:24])[C@@H:21]([CH3:23])[NH2:22])=[CH:15][CH:14]=3)=[CH:8][C:9]([CH3:11])=[CH:10][C:5]=2[O:4][N:3]=1.C(N(CC)CC)C.Cl[C:33](Cl)([O:35]C(=O)OC(Cl)(Cl)Cl)Cl, predict the reaction product. The product is: [CH3:1][C:2]1[C:6]2[C:7]([O:12][C:13]3[CH:14]=[CH:15][C:16]([N:19]4[C:20](=[O:24])[C@@H:21]([CH3:23])[NH:22][C:33]4=[O:35])=[CH:17][CH:18]=3)=[CH:8][C:9]([CH3:11])=[CH:10][C:5]=2[O:4][N:3]=1. (3) Given the reactants [F:1][C:2]1[C:3]([F:27])=[C:4]2[O:9][CH2:8][C:7]3([CH2:12][CH2:11][CH2:10]3)[N:6]3[CH:13]=[C:14]([C:22]([O:24][CH2:25][CH3:26])=[O:23])[C:15](=[O:21])[C:16]([C:17]=1[N+:18]([O-])=O)=[C:5]23.[H][H], predict the reaction product. The product is: [NH2:18][C:17]1[C:16]2[C:15](=[O:21])[C:14]([C:22]([O:24][CH2:25][CH3:26])=[O:23])=[CH:13][N:6]3[C:7]4([CH2:12][CH2:11][CH2:10]4)[CH2:8][O:9][C:4]([C:5]=23)=[C:3]([F:27])[C:2]=1[F:1].